The task is: Predict which catalyst facilitates the given reaction.. This data is from Catalyst prediction with 721,799 reactions and 888 catalyst types from USPTO. (1) Reactant: [Cl:1][C:2]1[C:3]([F:39])=[C:4]([CH:32]=[C:33]([C:35]([F:38])([F:37])[F:36])[CH:34]=1)[CH2:5][N:6]1[CH2:11][CH2:10][C:9]([CH2:13][O:14][C:15]2[C:27]([CH:28]3[CH2:30][CH2:29]3)=[CH:26][C:18]([C:19]([O:21]C(C)(C)C)=[O:20])=[C:17]([F:31])[CH:16]=2)([F:12])[CH2:8][CH2:7]1.FC(F)(F)C(O)=O. Product: [Cl:1][C:2]1[C:3]([F:39])=[C:4]([CH:32]=[C:33]([C:35]([F:37])([F:36])[F:38])[CH:34]=1)[CH2:5][N:6]1[CH2:7][CH2:8][C:9]([CH2:13][O:14][C:15]2[C:27]([CH:28]3[CH2:30][CH2:29]3)=[CH:26][C:18]([C:19]([OH:21])=[O:20])=[C:17]([F:31])[CH:16]=2)([F:12])[CH2:10][CH2:11]1. The catalyst class is: 4. (2) Reactant: Br[CH2:2][C:3]1[C:8]([S:9][CH3:10])=[CH:7][CH:6]=[CH:5][C:4]=1[N:11]1[C:15](=[O:16])[N:14]([CH3:17])[N:13]=[N:12]1.[Cl:18][C:19]1[CH:24]=[CH:23][C:22]([N:25]2[CH:29]=[CH:28][C:27]([OH:30])=[N:26]2)=[CH:21][CH:20]=1.C(=O)([O-])[O-].[K+].[K+].C(#N)C. Product: [Cl:18][C:19]1[CH:20]=[CH:21][C:22]([N:25]2[CH:29]=[CH:28][C:27]([O:30][CH2:2][C:3]3[C:8]([S:9][CH3:10])=[CH:7][CH:6]=[CH:5][C:4]=3[N:11]3[C:15](=[O:16])[N:14]([CH3:17])[N:13]=[N:12]3)=[N:26]2)=[CH:23][CH:24]=1. The catalyst class is: 6. (3) Reactant: [Cl:1][C:2]1[CH:7]=[CH:6][C:5]([C:8]2[CH:12]([C:13]3[CH:18]=[CH:17][CH:16]=[CH:15][CH:14]=3)[CH2:11][N:10]([C:19]([NH:21][S:22]([C:25]3[CH:30]=[CH:29][C:28]([Cl:31])=[CH:27][CH:26]=3)(=[O:24])=[O:23])=O)[N:9]=2)=[CH:4][CH:3]=1.P(Cl)(Cl)(Cl)(Cl)Cl.[NH2:38][N:39]1[CH2:44][CH2:43][CH2:42][CH2:41][CH2:40]1. Product: [Cl:1][C:2]1[CH:7]=[CH:6][C:5]([C:8]2[CH:12]([C:13]3[CH:18]=[CH:17][CH:16]=[CH:15][CH:14]=3)[CH2:11][N:10]([C:19]([NH:38][N:39]3[CH2:44][CH2:43][CH2:42][CH2:41][CH2:40]3)=[N:21][S:22]([C:25]3[CH:30]=[CH:29][C:28]([Cl:31])=[CH:27][CH:26]=3)(=[O:24])=[O:23])[N:9]=2)=[CH:4][CH:3]=1. The catalyst class is: 159. (4) Reactant: [NH2:1][CH2:2][C:3]([NH:5][S:6]([C:9]1[CH:14]=[CH:13][C:12]([C:15]2[C:16]([C:21]3[CH:26]=[CH:25][CH:24]=[CH:23][CH:22]=3)=[N:17][O:18][C:19]=2[CH3:20])=[CH:11][CH:10]=1)(=[O:8])=[O:7])=[O:4].C(N(CC)CC)C.[C:34](OC(=O)C)(=[O:36])[CH3:35]. Product: [C:34]([NH:1][CH2:2][C:3]([NH:5][S:6]([C:9]1[CH:10]=[CH:11][C:12]([C:15]2[C:16]([C:21]3[CH:26]=[CH:25][CH:24]=[CH:23][CH:22]=3)=[N:17][O:18][C:19]=2[CH3:20])=[CH:13][CH:14]=1)(=[O:8])=[O:7])=[O:4])(=[O:36])[CH3:35]. The catalyst class is: 10. (5) Reactant: [CH3:1][C:2]([O:5][C:6]([NH:8][C@H:9]([C:11]([OH:13])=O)[CH3:10])=[O:7])([CH3:4])[CH3:3].CCN=C=NCCCN(C)C.Cl.[CH:26]1[CH:27]=[CH:28][C:29]2N(O)N=[N:32][C:30]=2[CH:31]=1.C(N1CCOCC1)C.C1(N)CCCCC1. Product: [CH:30]1([NH:32][C:11](=[O:13])[C@@H:9]([NH:8][C:6](=[O:7])[O:5][C:2]([CH3:1])([CH3:3])[CH3:4])[CH3:10])[CH2:31][CH2:26][CH2:27][CH2:28][CH2:29]1. The catalyst class is: 2. (6) Reactant: C[O:2][C:3](=O)[CH2:4][CH2:5][S:6]([C:9]1[CH:14]=[CH:13][C:12]([CH2:15][NH:16][C:17]([C:19]2[C:20]3[CH:21]=[N:22][N:23]([C:28]4[CH:33]=[CH:32][C:31]([F:34])=[CH:30][CH:29]=4)[C:24]=3[CH:25]=[CH:26][CH:27]=2)=[O:18])=[CH:11][N:10]=1)(=[O:8])=[O:7].[BH4-].[Li+]. Product: [OH:2][CH2:3][CH2:4][CH2:5][S:6]([C:9]1[N:10]=[CH:11][C:12]([CH2:15][NH:16][C:17]([C:19]2[C:20]3[CH:21]=[N:22][N:23]([C:28]4[CH:29]=[CH:30][C:31]([F:34])=[CH:32][CH:33]=4)[C:24]=3[CH:25]=[CH:26][CH:27]=2)=[O:18])=[CH:13][CH:14]=1)(=[O:8])=[O:7]. The catalyst class is: 1. (7) Reactant: [Br:1][C:2]1[N:3]=[C:4]([CH:18]2[CH2:20][CH2:19]2)[NH:5][C:6]=1[C:7]1[CH:12]=[CH:11][N:10]=[C:9]([NH:13][CH2:14][C@@H:15]([NH2:17])[CH3:16])[N:8]=1.C1COCC1.O.C([O-])(O)=O.[Na+].Cl[C:33]([O:35][CH3:36])=[O:34]. Product: [Br:1][C:2]1[N:3]=[C:4]([CH:18]2[CH2:20][CH2:19]2)[NH:5][C:6]=1[C:7]1[CH:12]=[CH:11][N:10]=[C:9]([NH:13][CH2:14][C@@H:15]([NH:17][C:33](=[O:34])[O:35][CH3:36])[CH3:16])[N:8]=1. The catalyst class is: 6.